From a dataset of Full USPTO retrosynthesis dataset with 1.9M reactions from patents (1976-2016). Predict the reactants needed to synthesize the given product. (1) The reactants are: [N:1]1[CH:6]=[CH:5][CH:4]=[C:3]([OH:7])[CH:2]=1.C([O-])([O-])=O.[Cs+].[Cs+].Br[CH2:15][CH2:16][CH2:17][CH2:18][CH2:19][S:20][C:21]1[C:30]2[C:25](=[CH:26][C:27]([C:31]([F:34])([F:33])[F:32])=[CH:28][CH:29]=2)[N:24]=[CH:23][CH:22]=1.Cl. Given the product [N:1]1[CH:6]=[CH:5][CH:4]=[C:3]([O:7][CH2:15][CH2:16][CH2:17][CH2:18][CH2:19][S:20][C:21]2[C:30]3[C:25](=[CH:26][C:27]([C:31]([F:34])([F:32])[F:33])=[CH:28][CH:29]=3)[N:24]=[CH:23][CH:22]=2)[CH:2]=1, predict the reactants needed to synthesize it. (2) Given the product [CH3:19][C:2]([NH:20][S:21]([C:24]1[CH:25]=[CH:26][CH:27]=[CH:28][CH:29]=1)(=[O:23])=[O:22])([CH3:1])[C:3]([NH:5][CH:6]1[CH:13]2[CH2:14][C:9]3([C:16]([OH:18])=[O:17])[CH2:10][CH:11]([CH2:15][CH:7]1[CH2:8]3)[CH2:12]2)=[O:4], predict the reactants needed to synthesize it. The reactants are: [CH3:1][C:2]([NH:20][S:21]([C:24]1[CH:29]=[CH:28][CH:27]=[CH:26][CH:25]=1)(=[O:23])=[O:22])([CH3:19])[C:3]([NH:5][CH:6]1[CH:13]2[CH2:14][C:9]3([C:16]([O-:18])=[O:17])[CH2:10][CH:11]([CH2:15][CH:7]1[CH2:8]3)[CH2:12]2)=[O:4].C1COCC1.CO.O[Li].O. (3) Given the product [CH2:1]([N:5]1[C:10]2[CH:11]=[C:12]([C:15]([NH:63][C@@H:64]([CH2:78][C:79]3[CH:80]=[C:81]([F:86])[CH:82]=[C:83]([F:85])[CH:84]=3)[C@H:65]([OH:77])[CH2:66][NH:67][CH2:68][C:69]3[CH:74]=[CH:73][CH:72]=[C:71]([CH2:75][CH3:76])[CH:70]=3)=[O:17])[CH:13]=[CH:14][C:9]=2[O:8][CH2:7][CH2:6]1)[CH2:2][CH2:3][CH3:4], predict the reactants needed to synthesize it. The reactants are: [CH2:1]([N:5]1[C:10]2[CH:11]=[C:12]([C:15]([OH:17])=O)[CH:13]=[CH:14][C:9]=2[O:8][CH2:7][CH2:6]1)[CH2:2][CH2:3][CH3:4].CN(C(ON1N=NC2C=CC=NC1=2)=[N+](C)C)C.F[P-](F)(F)(F)(F)F.C1C=CC2N(O)N=NC=2C=1.C(N(C(C)C)CC)(C)C.Cl.Cl.[NH2:63][C@@H:64]([CH2:78][C:79]1[CH:84]=[C:83]([F:85])[CH:82]=[C:81]([F:86])[CH:80]=1)[C@H:65]([OH:77])[CH2:66][NH:67][CH2:68][C:69]1[CH:74]=[CH:73][CH:72]=[C:71]([CH2:75][CH3:76])[CH:70]=1. (4) Given the product [Cl:1][C:2]1[CH:3]=[C:4]([C:5]2[N:30]([C:27]3[CH:28]=[CH:29][C:24]([S:21]([N:15]4[CH2:20][CH2:19][CH2:18][CH2:17][CH2:16]4)(=[O:23])=[O:22])=[CH:25][CH:26]=3)[C:11]([CH3:10])=[CH:12][CH:13]=2)[CH:7]=[CH:8][CH:9]=1, predict the reactants needed to synthesize it. The reactants are: [Cl:1][C:2]1[CH:3]=[C:4]([CH:7]=[CH:8][CH:9]=1)[CH:5]=O.[CH3:10][C:11](=O)[CH:12]=[CH2:13].[N:15]1([S:21]([C:24]2[CH:29]=[CH:28][C:27]([NH2:30])=[CH:26][CH:25]=2)(=[O:23])=[O:22])[CH2:20][CH2:19][CH2:18][CH2:17][CH2:16]1.